This data is from Forward reaction prediction with 1.9M reactions from USPTO patents (1976-2016). The task is: Predict the product of the given reaction. (1) The product is: [CH3:43][CH:44]([CH3:49])[CH2:45][C:46]([NH:1][C:2]1[CH:7]=[CH:6][CH:5]=[CH:4][C:3]=1[N:8]1[C:32](=[O:33])[C:11]2=[CH:12][N:13]([CH2:20][C:21]3[CH:26]=[CH:25][C:24]([N:27]4[CH:31]=[CH:30][CH:29]=[N:28]4)=[CH:23][CH:22]=3)[C:14]3[CH:15]=[CH:16][CH:17]=[CH:18][C:19]=3[C:10]2=[N:9]1)=[O:47]. Given the reactants [NH2:1][C:2]1[CH:7]=[CH:6][CH:5]=[CH:4][C:3]=1[N:8]1[C:32](=[O:33])[C:11]2=[CH:12][N:13]([CH2:20][C:21]3[CH:26]=[CH:25][C:24]([N:27]4[CH:31]=[CH:30][CH:29]=[N:28]4)=[CH:23][CH:22]=3)[C:14]3[CH:15]=[CH:16][CH:17]=[CH:18][C:19]=3[C:10]2=[N:9]1.C(N(C(C)C)CC)(C)C.[CH3:43][CH:44]([CH3:49])[CH2:45][C:46](Cl)=[O:47], predict the reaction product. (2) The product is: [CH3:20][C:2]([CH3:21])([CH3:1])[C:3]([C:5]1[N:9]([CH2:10][C:11]([N:51]([CH2:53][CH:33]([CH3:34])[CH3:32])[CH2:50][CH:22]([CH3:23])[CH3:27])=[O:12])[C:8]2[CH:14]=[C:15]([O:18][CH3:19])[CH:16]=[CH:17][C:7]=2[N:6]=1)=[O:4]. Given the reactants [CH3:1][C:2]([CH3:21])([CH3:20])[C:3]([C:5]1[N:9]([CH2:10][C:11](O)=[O:12])[C:8]2[CH:14]=[C:15]([O:18][CH3:19])[CH:16]=[CH:17][C:7]=2[N:6]=1)=[O:4].[CH:22]1[CH:23]=CC2N(O)N=NC=2[CH:27]=1.[CH2:32](NCCCC)[CH2:33][CH2:34]C.CCN(C(C)C)C(C)C.[CH3:50][N:51]([CH:53]=O)C, predict the reaction product. (3) Given the reactants [C:1]([C:4]1[CH:26]=[CH:25][C:7]2[NH:8][C:9](=[C:11]([C:15]3[N:20]=[C:19]([C:21]([F:24])([F:23])[F:22])[CH:18]=[CH:17][N:16]=3)[C:12]([NH2:14])=[O:13])[S:10][C:6]=2[CH:5]=1)(O)=[O:2].C(N(CC)CC)C.CCOP(ON1N=NC2C=CC=CC=2C1=O)(OCC)=O.[N:54]1([CH2:60][CH2:61][CH2:62][NH2:63])[CH2:59][CH2:58][O:57][CH2:56][CH2:55]1.[ClH:64], predict the reaction product. The product is: [ClH:64].[N:54]1([CH2:60][CH2:61][CH2:62][NH:63][C:1]([C:4]2[CH:26]=[CH:25][C:7]3[NH:8][C:9](=[C:11]([C:15]4[N:20]=[C:19]([C:21]([F:22])([F:23])[F:24])[CH:18]=[CH:17][N:16]=4)[C:12]([NH2:14])=[O:13])[S:10][C:6]=3[CH:5]=2)=[O:2])[CH2:59][CH2:58][O:57][CH2:56][CH2:55]1. (4) Given the reactants P([O-])([O-])([O-])=O.P(OC[C@H:20]1O[C@@H:23]([N:25]2C3N=CN=C(N)C=3N=C2)[C@H:22](O)[C@@H:21]1O)(OP(OP(O)(O)=O)(O)=O)(=O)O.CCCCCCCCCCCCOCCO.C([N:70]([CH2:75][C:76]([OH:78])=[O:77])CC(O)=O)COCCOCC[N:70](CC(O)=O)[CH2:75][C:76]([OH:78])=[O:77].C1C=CC(CS(F)(=O)=O)=CC=1.C(N)(=N)C1C=CC=CC=1.SCCO.C(O)[C@H]1O[C@H](O[C@]2(CO)O[C@H](CO)[C@@H](O)[C@@H]2O)[C@H](O)[C@@H](O)[C@@H]1O.[Na+].[Cl-], predict the reaction product. The product is: [NH2:70][C@H:75]([C:76]([OH:78])=[O:77])[CH2:20][CH2:21][CH2:22][CH2:23][NH2:25]. (5) Given the reactants [CH2:1]([N:3]([CH:15]1[CH2:20][CH2:19][NH:18][CH2:17][CH2:16]1)[S:4]([C:7]1[CH:12]=[CH:11][C:10]([O:13][CH3:14])=[CH:9][CH:8]=1)(=[O:6])=[O:5])[CH3:2].C([O-])(O)=O.[Na+].[Na+].[I-].Cl[CH2:29][CH2:30][NH:31][C:32]([NH:34][C:35]1[CH:40]=[C:39]([CH3:41])[N:38]=[C:37]([CH3:42])[CH:36]=1)=[O:33], predict the reaction product. The product is: [CH3:41][C:39]1[CH:40]=[C:35]([NH:34][C:32](=[O:33])[NH:31][CH2:30][CH2:29][N:18]2[CH2:19][CH2:20][CH:15]([N:3]([CH2:1][CH3:2])[S:4]([C:7]3[CH:8]=[CH:9][C:10]([O:13][CH3:14])=[CH:11][CH:12]=3)(=[O:5])=[O:6])[CH2:16][CH2:17]2)[CH:36]=[C:37]([CH3:42])[N:38]=1. (6) Given the reactants Br[C:2]1[C:3]([O:10][Si](C(C)(C)C)(C)C)=[C:4]([CH:7]=[CH:8][CH:9]=1)[C:5]#[N:6].CC1(C)C(C)(C)OB([C:26]2[CH:43]=[CH:42][C:29]([O:30][CH2:31][C:32]3[CH:41]=[CH:40][C:39]4[C:34](=[CH:35][CH:36]=[CH:37][CH:38]=4)[N:33]=3)=[CH:28][CH:27]=2)O1.C([O-])([O-])=O.[Na+].[Na+], predict the reaction product. The product is: [OH:10][C:3]1[C:4]([C:5]#[N:6])=[CH:7][CH:8]=[CH:9][C:2]=1[C:26]1[CH:27]=[CH:28][C:29]([O:30][CH2:31][C:32]2[CH:41]=[CH:40][C:39]3[C:34](=[CH:35][CH:36]=[CH:37][CH:38]=3)[N:33]=2)=[CH:42][CH:43]=1. (7) Given the reactants [CH2:1]([O:8][C:9]1[CH:14]=[CH:13][C:12]([C:15]2[CH:19]=[C:18]([NH:20][C:21]([NH:23][C:24](=[O:35])[C:25]3[CH:30]=[CH:29][C:28]([C:31]([F:34])([F:33])[F:32])=[CH:27][CH:26]=3)=S)[NH:17][N:16]=2)=[C:11]([F:36])[CH:10]=1)[C:2]1[CH:7]=[CH:6][CH:5]=[CH:4][CH:3]=1.CCN=C=NCCCN(C)C.[CH:48]1([NH2:53])[CH2:52][CH2:51][CH2:50][CH2:49]1, predict the reaction product. The product is: [CH2:1]([O:8][C:9]1[CH:14]=[CH:13][C:12]([C:15]2[CH:19]=[C:18]([NH:20][C:21]([NH:53][CH:48]3[CH2:52][CH2:51][CH2:50][CH2:49]3)=[N:23][C:24](=[O:35])[C:25]3[CH:30]=[CH:29][C:28]([C:31]([F:34])([F:33])[F:32])=[CH:27][CH:26]=3)[NH:17][N:16]=2)=[C:11]([F:36])[CH:10]=1)[C:2]1[CH:7]=[CH:6][CH:5]=[CH:4][CH:3]=1. (8) Given the reactants [C:1]([C:5]1[CH:10]=[CH:9][C:8]([C:11]2[C:12]3[C:17]([CH:18]=[C:19]4[C:24]=2[CH:23]=[CH:22][CH:21]=[CH:20]4)=[CH:16][CH:15]=[CH:14][CH:13]=3)=[CH:7][CH:6]=1)([CH3:4])([CH3:3])[CH3:2].[Br:25]Br.C(Cl)(Cl)(Cl)Cl, predict the reaction product. The product is: [Br:25][C:18]1[C:19]2[C:24]([C:11]([C:8]3[CH:7]=[CH:6][C:5]([C:1]([CH3:4])([CH3:2])[CH3:3])=[CH:10][CH:9]=3)=[C:12]3[C:17]=1[CH:16]=[CH:15][CH:14]=[CH:13]3)=[CH:23][CH:22]=[CH:21][CH:20]=2.